From a dataset of Forward reaction prediction with 1.9M reactions from USPTO patents (1976-2016). Predict the product of the given reaction. (1) Given the reactants [NH2:1][C@@H:2]([C:5]([OH:7])=[O:6])[CH2:3][OH:4].[C:8]([O:16][CH2:17][CH2:18][O:19][C:20](ON1C(=O)CCC1=O)=[O:21])(=[O:15])[CH2:9][CH2:10][CH2:11][CH2:12][CH2:13][CH3:14], predict the reaction product. The product is: [C:8]([O:16][CH2:17][CH2:18][O:19][C:20]([NH:1][C@H:2]([CH2:3][OH:4])[C:5]([OH:7])=[O:6])=[O:21])(=[O:15])[CH2:9][CH2:10][CH2:11][CH2:12][CH2:13][CH3:14]. (2) Given the reactants [CH2:1]([O:4][CH2:5][CH2:6][C:7]([B:9]1[O:13][C:12]([CH3:15])([CH3:14])[C:11]([CH3:17])([CH3:16])[O:10]1)=[CH2:8])C=C, predict the reaction product. The product is: [O:4]1[CH2:1][CH:8]=[C:7]([B:9]2[O:10][C:11]([CH3:16])([CH3:17])[C:12]([CH3:14])([CH3:15])[O:13]2)[CH2:6][CH2:5]1. (3) Given the reactants [C:1](NN)(=[O:10])[CH2:2][CH2:3][CH2:4][CH2:5][C:6]([NH:8][NH2:9])=[O:7].[O:13]1CCCC1.O, predict the reaction product. The product is: [C:6]([NH:8][NH2:9])(=[O:7])[CH2:5][CH2:4][CH2:3][CH2:2][C:1]([OH:10])=[O:13]. (4) The product is: [O:21]([C:10]1[N:9]=[C:8]([O:1][C:2]2[CH:3]=[CH:4][CH:5]=[CH:6][CH:7]=2)[N:13]=[C:12]([N:35]2[CH2:36][CH2:37][C:38]34[CH:39]=[CH:40][C@H:41]([OH:45])[CH2:42][CH:43]3[O:44][C:31]3=[C:30]([O:29][CH3:28])[CH:47]=[CH:46][C:33](=[C:32]43)[CH2:34]2)[N:11]=1)[C:22]1[CH:23]=[CH:24][CH:25]=[CH:26][CH:27]=1. Given the reactants [O:1]([C:8]1[N:13]=[C:12](OC2C=CC=CC=2)[N:11]=[C:10]([O:21][C:22]2[CH:27]=[CH:26][CH:25]=[CH:24][CH:23]=2)[N:9]=1)[C:2]1[CH:7]=[CH:6][CH:5]=[CH:4][CH:3]=1.[CH3:28][O:29][C:30]1[CH:47]=[CH:46][C:33]2[CH2:34][NH:35][CH2:36][CH2:37][C@@:38]34[C@@H:43]([O:44][C:31]=1[C:32]=23)[CH2:42][C@@H:41]([OH:45])[CH:40]=[CH:39]4, predict the reaction product. (5) Given the reactants [NH:1]1[C:9]2[C:4](=[CH:5][CH:6]=[CH:7][CH:8]=2)[C:3](/[CH:10]=[C:11]2\[O:12][C:13]3[C:14](=[CH:17][C:18]4[O:19][CH2:20][O:21][C:22]=4[C:23]=3[CH2:24][N:25]3[CH2:30][CH2:29][N:28](C(OC(C)(C)C)=O)[CH2:27][CH2:26]3)[C:15]\2=[O:16])=[N:2]1.Cl, predict the reaction product. The product is: [NH:1]1[C:9]2[C:4](=[CH:5][CH:6]=[CH:7][CH:8]=2)[C:3](/[CH:10]=[C:11]2\[O:12][C:13]3[C:14](=[CH:17][C:18]4[O:19][CH2:20][O:21][C:22]=4[C:23]=3[CH2:24][N:25]3[CH2:30][CH2:29][NH:28][CH2:27][CH2:26]3)[C:15]\2=[O:16])=[N:2]1. (6) Given the reactants [CH2:1]([OH:66])[C@H:2]1[O:7][C@@H:6]2[O:8][C@H:9]3[C@H:14]([OH:15])[C@@H:13]([OH:16])[C@@H:12]([O:17][C@H:18]4[C@H:23]([OH:24])[C@@H:22]([OH:25])[C@@H:21]([O:26][C@H:27]5[C@H:32]([OH:33])[C@@H:31]([OH:34])[C@@H:30]([O:35][C@H:36]6[C@H:41]([OH:42])[C@@H:40]([OH:43])[C@@H:39]([O:44][C@H:45]7[C@H:51]([OH:52])[C@@H:50]([OH:53])[C@@H:48]([O:49][C@H:3]1[C@H:4]([OH:65])[C@H:5]2[OH:64])[O:47][C@@H:46]7[CH2:54][OH:55])[O:38][C@@H:37]6[CH2:56][OH:57])[O:29][C@@H:28]5[CH2:58][OH:59])[O:20][C@@H:19]4[CH2:60][OH:61])[O:11][C@@H:10]3[CH2:62][OH:63].[C:67]([OH:86])(=[O:85])[CH2:68][CH2:69][CH2:70][CH2:71][CH2:72][CH2:73][CH2:74]/[CH:75]=[CH:76]\[CH2:77]/[CH:78]=[CH:79]\[CH2:80][CH2:81][CH2:82][CH2:83][CH3:84], predict the reaction product. The product is: [CH2:56]([OH:57])[C@H:37]1[O:38][C@@H:39]2[O:44][C@H:45]3[C@H:51]([OH:52])[C@@H:50]([OH:53])[C@@H:48]([O:49][C@H:3]4[C@H:4]([OH:65])[C@@H:5]([OH:64])[C@@H:6]([O:8][C@H:9]5[C@H:14]([OH:15])[C@@H:13]([OH:16])[C@@H:12]([O:17][C@H:18]6[C@H:23]([OH:24])[C@@H:22]([OH:25])[C@@H:21]([O:26][C@H:27]7[C@H:32]([OH:33])[C@@H:31]([OH:34])[C@@H:30]([O:35][C@H:36]1[C@H:41]([OH:42])[C@H:40]2[OH:43])[O:29][C@@H:28]7[CH2:58][OH:59])[O:20][C@@H:19]6[CH2:60][OH:61])[O:11][C@@H:10]5[CH2:62][OH:63])[O:7][C@@H:2]4[CH2:1][OH:66])[O:47][C@@H:46]3[CH2:54][OH:55].[C:67]([OH:86])(=[O:85])[CH2:68][CH2:69][CH2:70][CH2:71][CH2:72][CH2:73][CH2:74]/[CH:75]=[CH:76]\[CH2:77]/[CH:78]=[CH:79]\[CH2:80][CH2:81][CH2:82][CH2:83][CH3:84]. (7) Given the reactants [F:1][C:2]1[CH:7]=[C:6]([N+:8]([O-])=O)[CH:5]=[CH:4][C:3]=1[N:11]1[CH:16]=[CH:15][C:14](=[O:17])[CH2:13][CH2:12]1.C(O)(=O)C.[H][H], predict the reaction product. The product is: [NH2:8][C:6]1[CH:5]=[CH:4][C:3]([N:11]2[CH:12]=[CH:13][C:14](=[O:17])[CH2:15][CH2:16]2)=[C:2]([F:1])[CH:7]=1. (8) Given the reactants Cl[C:2]1[N:7]=[C:6]([NH:8][C:9]2[CH:14]=[CH:13][CH:12]=[CH:11][C:10]=2[NH:15][S:16]([CH3:19])(=[O:18])=[O:17])[C:5]([F:20])=[CH:4][N:3]=1.[NH2:21][C:22]1[CH:23]=[C:24]([CH:36]=[CH:37][CH:38]=1)[O:25][CH2:26][CH2:27][NH:28]C(=O)OC(C)(C)C, predict the reaction product. The product is: [NH2:28][CH2:27][CH2:26][O:25][C:24]1[CH:23]=[C:22]([NH:21][C:2]2[N:7]=[C:6]([NH:8][C:9]3[CH:14]=[CH:13][CH:12]=[CH:11][C:10]=3[NH:15][S:16]([CH3:19])(=[O:18])=[O:17])[C:5]([F:20])=[CH:4][N:3]=2)[CH:38]=[CH:37][CH:36]=1. (9) The product is: [NH2:1][C:3]1[N:8]=[CH:7][N:6]=[C:5]([NH:9][C:10]2[CH:18]=[C:17]3[C:13]([CH:14]=[CH:15][NH:16]3)=[CH:12][CH:11]=2)[CH:4]=1. Given the reactants [NH3:1].Cl[C:3]1[N:8]=[CH:7][N:6]=[C:5]([NH:9][C:10]2[CH:18]=[C:17]3[C:13]([CH:14]=[CH:15][NH:16]3)=[CH:12][CH:11]=2)[CH:4]=1, predict the reaction product. (10) The product is: [C:1]([O:5][C:6]([NH:8][C@H:9]1[CH2:14][CH2:13][CH2:12][CH2:11][C@H:10]1[NH:15][C:16]1[N:21]=[C:20]([CH:22]=[O:34])[C:19]([C:23]([O:25][CH3:26])=[O:24])=[C:18]([C:27]2[CH:28]=[N:29][N:30]([CH3:32])[CH:31]=2)[N:17]=1)=[O:7])([CH3:4])([CH3:3])[CH3:2]. Given the reactants [C:1]([O:5][C:6]([NH:8][C@H:9]1[CH2:14][CH2:13][CH2:12][CH2:11][C@H:10]1[NH:15][C:16]1[N:21]=[C:20]([CH3:22])[C:19]([C:23]([O:25][CH3:26])=[O:24])=[C:18]([C:27]2[CH:28]=[N:29][N:30]([CH3:32])[CH:31]=2)[N:17]=1)=[O:7])([CH3:4])([CH3:3])[CH3:2].[Se](=O)=[O:34], predict the reaction product.